From a dataset of Forward reaction prediction with 1.9M reactions from USPTO patents (1976-2016). Predict the product of the given reaction. (1) Given the reactants [Cl:1][C:2]1[CH:7]=[CH:6][C:5]([C:8]2[C:14]3[CH:15]=[CH:16][CH:17]=[CH:18][C:13]=3[N:12]3[C:19]([CH3:22])=[N:20][N:21]=[C:11]3[CH:10]([CH2:23][C:24]([OH:26])=O)[CH:9]=2)=[CH:4][CH:3]=1.CN(C(ON1N=NC2C=CC=NC1=2)=[N+](C)C)C.F[P-](F)(F)(F)(F)F.C(N(CC)CC)C.C(O)(=O)C(O)=O.[CH2:64]1[C:67]2([CH2:70][NH:69][CH2:68]2)[CH2:66][O:65]1, predict the reaction product. The product is: [Cl:1][C:2]1[CH:3]=[CH:4][C:5]([C:8]2[C:14]3[CH:15]=[CH:16][CH:17]=[CH:18][C:13]=3[N:12]3[C:19]([CH3:22])=[N:20][N:21]=[C:11]3[CH:10]([CH2:23][C:24]([N:69]3[CH2:70][C:67]4([CH2:64][O:65][CH2:66]4)[CH2:68]3)=[O:26])[CH:9]=2)=[CH:6][CH:7]=1. (2) The product is: [O:8]1[CH:6]=[CH:5][N:4]=[C:3]1[C:2]([NH:10][C:11](=[O:20])[O:12][CH2:13][C:14]1[CH:19]=[CH:18][CH:17]=[CH:16][CH:15]=1)([CH3:9])[CH3:1]. Given the reactants [CH3:1][C:2]([NH:10][C:11](=[O:20])[O:12][CH2:13][C:14]1[CH:19]=[CH:18][CH:17]=[CH:16][CH:15]=1)([CH3:9])[C:3](=[O:8])[NH:4][CH2:5][CH:6]=O.C1C=CC(P(C2C=CC=CC=2)C2C=CC=CC=2)=CC=1.II.CCN(CC)CC, predict the reaction product. (3) Given the reactants [CH3:1][O:2][C:3](=[O:21])[CH2:4][CH:5]1[CH2:14][C:13]2[C:8](=[CH:9][C:10]([CH:15]=[CH:16][CH2:17][CH2:18][NH2:19])=[CH:11][CH:12]=2)[NH:7][C:6]1=[O:20].[H][H], predict the reaction product. The product is: [CH3:1][O:2][C:3](=[O:21])[CH2:4][CH:5]1[CH2:14][C:13]2[C:8](=[CH:9][C:10]([CH2:15][CH2:16][CH2:17][CH2:18][NH2:19])=[CH:11][CH:12]=2)[NH:7][C:6]1=[O:20].